Dataset: Reaction yield outcomes from USPTO patents with 853,638 reactions. Task: Predict the reaction yield, written as a fraction of the theoretical maximum amount of product (1.0 means a 100% yield; for example, 0.34 means a 34% yield). (1) The reactants are BrC1C=CC([C:8]2[CH:23]=[C:11]3[N:12]=[C:13]([Cl:22])[CH:14]=[C:15]([N:16]4[CH2:21][CH2:20][O:19][CH2:18][CH2:17]4)[N:10]3[N:9]=2)=CC=1.[CH3:24][C:25](C)([O-])[CH3:26].[Na+].C(P([C:39]([CH3:42])([CH3:41])C)C(C)(C)C)(C)(C)C.[NH2:43][N:44]1[CH2:49][CH2:48][O:47][CH2:46][CH2:45]1. The catalyst is C1(C)C=CC=CC=1.[Pd].[Pd].C(=CC(C=CC1C=CC=CC=1)=O)C1C=CC=CC=1.C(=CC(C=CC1C=CC=CC=1)=O)C1C=CC=CC=1.C(=CC(C=CC1C=CC=CC=1)=O)C1C=CC=CC=1.O. The product is [Cl:22][C:13]1[CH:14]=[C:15]([N:16]2[CH2:17][CH2:18][O:19][CH2:20][CH2:21]2)[N:10]2[N:9]=[C:8]([N:43]([N:44]3[CH2:49][CH2:48][O:47][CH2:46][CH2:45]3)[C:41]3[CH:39]=[CH:42][CH:26]=[CH:25][CH:24]=3)[CH:23]=[C:11]2[N:12]=1. The yield is 0.600. (2) The reactants are B(F)(F)F.CCOCC.C([Si](C(C)C)(C(C)C)O/[N:15]=[C:16]1/[CH2:17][CH2:18][C:19]2[C:24]/1=[CH:23][C:22]([Br:25])=[CH:21][CH:20]=2)(C)C.S(C)C.O. The catalyst is CCOCC. The product is [Br:25][C:22]1[CH:23]=[C:24]2[C:19]([CH2:18][CH2:17][CH2:16][NH:15]2)=[CH:20][CH:21]=1. The yield is 0.310. (3) The reactants are [Cl:1][C:2]1[CH:17]=[CH:16][C:5]([O:6][C:7]2[CH:8]=[C:9]([CH:13]=[CH:14][CH:15]=2)[C:10](Cl)=[O:11])=[C:4]([N+:18]([O-:20])=[O:19])[CH:3]=1.[NH4+:21].[OH-]. The catalyst is O. The product is [Cl:1][C:2]1[CH:17]=[CH:16][C:5]([O:6][C:7]2[CH:8]=[C:9]([CH:13]=[CH:14][CH:15]=2)[C:10]([NH2:21])=[O:11])=[C:4]([N+:18]([O-:20])=[O:19])[CH:3]=1. The yield is 0.920. (4) The reactants are [CH3:1][O:2][C:3]([C:5]1[CH:6]=[C:7]2[C:12](=[CH:13][CH:14]=1)[NH:11][CH:10]([C:15]1[CH:20]=[C:19]([F:21])[CH:18]=[C:17](Br)[CH:16]=1)[C:9]([CH3:24])([CH3:23])[CH2:8]2)=[O:4].[NH:25]1[CH2:30][CH2:29][NH:28][CH2:27][CH2:26]1.N1CCC[C@H:32]1C(O)=O.[OH-].[K+].[Cl-].[NH4+]. The catalyst is CS(C)=O.[Cu]I. The product is [CH2:1]([O:2][C:3]([C:5]1[CH:6]=[C:7]2[C:12](=[CH:13][CH:14]=1)[NH:11][CH:10]([C:15]1[CH:16]=[C:17]([N:25]3[CH2:30][CH2:29][NH:28][CH2:27][CH2:26]3)[CH:18]=[C:19]([F:21])[CH:20]=1)[C:9]([CH3:24])([CH3:23])[CH2:8]2)=[O:4])[CH3:32]. The yield is 0.430.